Dataset: Reaction yield outcomes from USPTO patents with 853,638 reactions. Task: Predict the reaction yield, written as a fraction of the theoretical maximum amount of product (1.0 means a 100% yield; for example, 0.34 means a 34% yield). (1) The product is [CH2:1]([O:3][C:4]([C:6]1[C:11]([NH:12][C:13]2[CH:18]=[CH:17][C:16]([C:23]#[CH:24])=[CH:15][C:14]=2[F:20])=[CH:10][C:9](=[O:21])[N:8]([CH3:22])[CH:7]=1)=[O:5])[CH3:2]. The yield is 0.880. The catalyst is C1COCC1.CN(C=O)C.[Cu]I.Cl[Pd](Cl)([P](C1C=CC=CC=1)(C1C=CC=CC=1)C1C=CC=CC=1)[P](C1C=CC=CC=1)(C1C=CC=CC=1)C1C=CC=CC=1. The reactants are [CH2:1]([O:3][C:4]([C:6]1[C:11]([NH:12][C:13]2[CH:18]=[CH:17][C:16](I)=[CH:15][C:14]=2[F:20])=[CH:10][C:9](=[O:21])[N:8]([CH3:22])[CH:7]=1)=[O:5])[CH3:2].[C:23]([Si](C)(C)C)#[CH:24].[F-].C([N+](CCCC)(CCCC)CCCC)CCC. (2) The reactants are [CH:1]1([NH2:6])[CH2:5][CH2:4][CH2:3][CH2:2]1.N1C=CC=CC=1.Cl[C:14]([O:16][C:17]1[CH:22]=[CH:21][CH:20]=[CH:19][CH:18]=1)=[O:15]. The catalyst is O1CCCC1. The product is [CH:1]1([NH:6][C:14](=[O:15])[O:16][C:17]2[CH:22]=[CH:21][CH:20]=[CH:19][CH:18]=2)[CH2:5][CH2:4][CH2:3][CH2:2]1. The yield is 0.810. (3) The reactants are [N+:1]([C:4]1[CH:5]=[CH:6][C:7]2[CH2:13][CH2:12][CH:11]([N:14]3[CH2:18][CH2:17][CH2:16][CH2:15]3)[CH2:10][CH2:9][C:8]=2[CH:19]=1)([O-])=O. The catalyst is [Pd].CO. The product is [N:14]1([CH:11]2[CH2:10][CH2:9][C:8]3[CH:19]=[C:4]([NH2:1])[CH:5]=[CH:6][C:7]=3[CH2:13][CH2:12]2)[CH2:18][CH2:17][CH2:16][CH2:15]1. The yield is 1.00. (4) The reactants are [Cl-].O[NH3+:3].[C:4](=[O:7])([O-])[OH:5].[Na+].CS(C)=O.[O:13]=[C:14]1[C:19]([CH2:20][C:21]2[CH:26]=[CH:25][C:24]([C:27]3[C:28]([C:33]#[N:34])=[CH:29][CH:30]=[CH:31][CH:32]=3)=[CH:23][CH:22]=2)=[C:18]([CH2:35][CH2:36][CH3:37])[N:17]2[N:38]=[CH:39][N:40]=[C:16]2[N:15]1[C@H:41]1[CH2:46][CH2:45][C@H:44]([O:47][CH2:48][CH:49]2[CH2:53][CH2:52][CH2:51][O:50]2)[CH2:43][CH2:42]1. The catalyst is O.C(OCC)(=O)C. The product is [O:7]=[C:4]1[O:5][N:3]=[C:33]([C:28]2[CH:29]=[CH:30][CH:31]=[CH:32][C:27]=2[C:24]2[CH:23]=[CH:22][C:21]([CH2:20][C:19]3[C:14](=[O:13])[N:15]([C@H:41]4[CH2:46][CH2:45][C@H:44]([O:47][CH2:48][CH:49]5[CH2:53][CH2:52][CH2:51][O:50]5)[CH2:43][CH2:42]4)[C:16]4[N:17]([N:38]=[CH:39][N:40]=4)[C:18]=3[CH2:35][CH2:36][CH3:37])=[CH:26][CH:25]=2)[NH:34]1. The yield is 0.430. (5) The reactants are [I:1][C:2]1[CH:3]=[C:4]2[C:9](=[CH:10][CH:11]=1)[N:8]=[CH:7][C:6]([C:12](O)=[O:13])=[C:5]2[O:15][CH3:16].[CH3:17][NH:18][CH3:19].O1CCCC1.C1C=CC2N(O)N=NC=2C=1.C(N(C(C)C)CC)(C)C.F[P-](F)(F)(F)(F)F.N1(OC(N(C)C)=[N+](C)C)C2C=CC=CC=2N=N1. The catalyst is CN(C)C=O. The product is [CH3:17][N:18]([CH3:19])[C:12]([C:6]1[CH:7]=[N:8][C:9]2[C:4]([C:5]=1[O:15][CH3:16])=[CH:3][C:2]([I:1])=[CH:11][CH:10]=2)=[O:13]. The yield is 0.780. (6) The reactants are [F:1][C:2]([F:7])([F:6])[C:3]([OH:5])=[O:4].[CH2:8]([O:12][C:13]1([C:38]2[CH:43]=[CH:42][CH:41]=[CH:40][C:39]=2[CH3:44])[CH2:16][N:15]([C:17]([CH:19]([NH:30]C(=O)OC(C)(C)C)[CH:20]([OH:29])[C:21]2[CH:26]=[CH:25][C:24]([O:27][CH3:28])=[CH:23][CH:22]=2)=[O:18])[CH2:14]1)[CH2:9][CH2:10][CH3:11]. The catalyst is ClCCl. The product is [F:1][C:2]([F:7])([F:6])[C:3]([OH:5])=[O:4].[NH2:30][CH:19]([CH:20]([OH:29])[C:21]1[CH:22]=[CH:23][C:24]([O:27][CH3:28])=[CH:25][CH:26]=1)[C:17]([N:15]1[CH2:16][C:13]([O:12][CH2:8][CH2:9][CH2:10][CH3:11])([C:38]2[CH:43]=[CH:42][CH:41]=[CH:40][C:39]=2[CH3:44])[CH2:14]1)=[O:18]. The yield is 1.00. (7) The reactants are [CH2:1]([NH:8][C:9]([C:11]1[CH:20]=[CH:19][C:18]2[C:13](=[C:14](Br)[CH:15]=[N:16][CH:17]=2)[N:12]=1)=[O:10])[C:2]1[CH:7]=[CH:6][CH:5]=[CH:4][CH:3]=1.[CH3:22][O:23][C:24]1[CH:29]=[CH:28][CH:27]=[CH:26][C:25]=1B(O)O.C(=O)([O-])[O-].[Cs+].[Cs+]. The catalyst is O1CCOCC1.O.C1(P([C-]2C=CC=C2)C2C=CC=CC=2)C=CC=CC=1.[C-]1(P(C2C=CC=CC=2)C2C=CC=CC=2)C=CC=C1.[Fe+2].[Pd](Cl)Cl. The product is [CH2:1]([NH:8][C:9]([C:11]1[CH:20]=[CH:19][C:18]2[C:13](=[C:14]([C:25]3[CH:26]=[CH:27][CH:28]=[CH:29][C:24]=3[O:23][CH3:22])[CH:15]=[N:16][CH:17]=2)[N:12]=1)=[O:10])[C:2]1[CH:7]=[CH:6][CH:5]=[CH:4][CH:3]=1. The yield is 0.460. (8) The reactants are [CH:1]1([C:4]2[N:5]=[CH:6][C:7]([O:10][C@@H:11]3[CH2:28][N:14]4[C:15](=[O:27])[CH2:16][CH2:17][N:18](C(OC(C)(C)C)=O)[CH2:19][C@@H:13]4[CH2:12]3)=[N:8][CH:9]=2)[CH2:3][CH2:2]1.[ClH:29]. The catalyst is CO.ClCCl.O1CCOCC1. The product is [ClH:29].[CH:1]1([C:4]2[N:5]=[CH:6][C:7]([O:10][C@@H:11]3[CH2:28][N:14]4[C:15](=[O:27])[CH2:16][CH2:17][NH:18][CH2:19][C@@H:13]4[CH2:12]3)=[N:8][CH:9]=2)[CH2:3][CH2:2]1. The yield is 1.00. (9) The reactants are [F:1][C:2]1[CH:17]=[C:16]([N+:18]([O-])=O)[CH:15]=[CH:14][C:3]=1[O:4][C:5]1[CH:10]=[CH:9][N:8]=[C:7]2[NH:11][CH:12]=[CH:13][C:6]=12.[Cl-].[NH4+]. The catalyst is C1COCC1.CO.[Zn]. The product is [NH:11]1[C:7]2=[N:8][CH:9]=[CH:10][C:5]([O:4][C:3]3[CH:14]=[CH:15][C:16]([NH2:18])=[CH:17][C:2]=3[F:1])=[C:6]2[CH:13]=[CH:12]1. The yield is 0.770. (10) The reactants are [C:1]([O:5][C:6](=[O:28])[NH:7][C@H:8]([C:10](=O)[NH:11][C:12]1[CH:17]=[CH:16][CH:15]=[CH:14][C:13]=1[NH:18][C:19]1[CH:24]=[CH:23][CH:22]=[C:21]([C:25]#[N:26])[CH:20]=1)[CH3:9])([CH3:4])([CH3:3])[CH3:2]. The catalyst is CC(O)=O. The product is [C:1]([O:5][C:6](=[O:28])[NH:7][C@H:8]([C:10]1[N:18]([C:19]2[CH:24]=[CH:23][CH:22]=[C:21]([C:25]#[N:26])[CH:20]=2)[C:13]2[CH:14]=[CH:15][CH:16]=[CH:17][C:12]=2[N:11]=1)[CH3:9])([CH3:4])([CH3:3])[CH3:2]. The yield is 0.860.